From a dataset of Full USPTO retrosynthesis dataset with 1.9M reactions from patents (1976-2016). Predict the reactants needed to synthesize the given product. (1) The reactants are: [CH2:1](I)[CH3:2].C([Zn]CC)C.I[C:10]1[CH:11]=[C:12]([O:16][CH2:17][C:18]2[CH:23]=[CH:22][CH:21]=[CH:20][CH:19]=2)[CH:13]=[CH:14][CH:15]=1.Cl. Given the product [CH2:1]([C:10]1[CH:11]=[C:12]([O:16][CH2:17][C:18]2[CH:23]=[CH:22][CH:21]=[CH:20][CH:19]=2)[CH:13]=[CH:14][CH:15]=1)[CH3:2], predict the reactants needed to synthesize it. (2) Given the product [O:35]1[CH:36]=[CH:37][CH:38]=[C:34]1[C:31]1[S:30][C:29]([CH2:28][C:21]2[C:22]3[C:27](=[CH:26][CH:25]=[CH:24][CH:23]=3)[N:19]([C@H:8]3[C@H:9]([OH:15])[C@@H:10]([OH:11])[C@H:5]([OH:4])[C@@H:6]([CH2:39][OH:40])[O:7]3)[CH:20]=2)=[N:33][CH:32]=1, predict the reactants needed to synthesize it. The reactants are: C([O:4][C@H:5]1[C@H:10]([O:11]C(=O)C)[C@@H:9]([O:15]C(=O)C)[C@H:8]([N:19]2[C:27]3[C:22](=[CH:23][CH:24]=[CH:25][CH:26]=3)[C:21]([CH2:28][C:29]3[S:30][C:31]([C:34]4[O:35][CH:36]=[CH:37][CH:38]=4)=[CH:32][N:33]=3)=[CH:20]2)[O:7][C@@H:6]1[CH2:39][O:40]C(=O)C)(=O)C.C[O-].[Na+]. (3) Given the product [N+:39]([C:42]1[CH:47]=[CH:46][CH:45]=[CH:44][C:43]=1[S:48]([NH:5][CH2:6][CH2:7][CH2:8][O:9][C:10]1[CH:19]=[C:18]2[C:13]([C:14]([NH:20][CH2:21][CH2:22][CH2:23][C:24]3[CH:25]=[CH:26][CH:27]=[CH:28][CH:29]=3)=[N:15][CH:16]=[N:17]2)=[CH:12][CH:11]=1)(=[O:50])=[O:49])([O-:41])=[O:40], predict the reactants needed to synthesize it. The reactants are: C1(=O)[N:5]([CH2:6][CH2:7][CH2:8][O:9][C:10]2[CH:19]=[C:18]3[C:13]([C:14]([NH:20][CH2:21][CH2:22][CH2:23][C:24]4[CH:29]=[CH:28][CH:27]=[CH:26][CH:25]=4)=[N:15][CH:16]=[N:17]3)=[CH:12][CH:11]=2)C(=O)C2=CC=CC=C12.CNN.[N+:39]([C:42]1[CH:47]=[CH:46][CH:45]=[CH:44][C:43]=1[S:48](Cl)(=[O:50])=[O:49])([O-:41])=[O:40]. (4) Given the product [F:19][C:14]1[CH:15]=[CH:16][CH:17]=[CH:18][C:13]=1[CH2:12][CH2:11][N:8]1[CH2:9][CH:10]=[C:6]([CH2:5][CH2:4][C:3]([NH:24][OH:25])=[O:2])[C:7]1=[O:20], predict the reactants needed to synthesize it. The reactants are: C[O:2][C:3](=O)[CH2:4][CH2:5][C:6]1[C:7](=[O:20])[N:8]([CH2:11][CH2:12][C:13]2[CH:18]=[CH:17][CH:16]=[CH:15][C:14]=2[F:19])[CH2:9][CH:10]=1.CO.[NH2:24][O:25][K].C(O)(=O)C.